This data is from Catalyst prediction with 721,799 reactions and 888 catalyst types from USPTO. The task is: Predict which catalyst facilitates the given reaction. (1) Reactant: C([C:3]1[CH:29]=[CH:28][C:6]([O:7][C:8]2[C:17]3[C:12](=[CH:13][C:14]([O:18][CH3:19])=[CH:15][CH:16]=3)[CH:11]=[CH:10][C:9]=2[C:20]2[CH:25]=[CH:24][CH:23]=[C:22]([O:26][CH3:27])[CH:21]=2)=[CH:5][CH:4]=1)=O.OO.[OH:32]S(O)(=O)=O.C([O-])(O)=O.[Na+]. Product: [OH:32][C:3]1[CH:29]=[CH:28][C:6]([O:7][C:8]2[C:17]3[C:12](=[CH:13][C:14]([O:18][CH3:19])=[CH:15][CH:16]=3)[CH:11]=[CH:10][C:9]=2[C:20]2[CH:25]=[CH:24][CH:23]=[C:22]([O:26][CH3:27])[CH:21]=2)=[CH:5][CH:4]=1. The catalyst class is: 5. (2) Reactant: [F:1][C:2]1[C:7]([CH3:8])=[C:6]([F:9])[CH:5]=[CH:4][C:3]=1Br.[Li]CCCC.CN([CH:19]=[O:20])C. Product: [F:1][C:2]1[C:7]([CH3:8])=[C:6]([F:9])[CH:5]=[CH:4][C:3]=1[CH:19]=[O:20]. The catalyst class is: 1.